This data is from Full USPTO retrosynthesis dataset with 1.9M reactions from patents (1976-2016). The task is: Predict the reactants needed to synthesize the given product. (1) Given the product [OH:8][N:9]1[C:15](=[O:16])[N:14]2[CH2:17][C@H:10]1[CH2:11][CH2:12][C@H:13]2[C:18]1[O:19][CH:20]=[N:21][N:22]=1, predict the reactants needed to synthesize it. The reactants are: C([O:8][N:9]1[C:15](=[O:16])[N:14]2[CH2:17][C@H:10]1[CH2:11][CH2:12][C@H:13]2[C:18]1[O:19][CH:20]=[N:21][N:22]=1)C1C=CC=CC=1. (2) Given the product [CH3:3][NH:4][C:5]1[CH:10]=[CH:9][C:8]([CH2:11][CH2:12][CH2:13][CH2:14][CH2:15][CH2:16][CH2:17][CH2:18][CH2:19][CH2:20][CH2:21][CH2:22][CH2:23][CH2:24][CH3:25])=[CH:7][CH:6]=1, predict the reactants needed to synthesize it. The reactants are: CO[C:3](=O)[NH:4][C:5]1[CH:10]=[CH:9][C:8]([CH2:11][CH2:12][CH2:13][CH2:14][CH2:15][CH2:16][CH2:17][CH2:18][CH2:19][CH2:20][CH2:21][CH2:22][CH2:23][CH2:24][CH3:25])=[CH:7][CH:6]=1.[Al+3].[H-].[Li+].[H-].[H-].[H-].[OH-].[Na+].S([O-])([O-])(=O)=O.[Mg+2]. (3) Given the product [CH3:13][C:11]1[S:10][C:9]2[CH:14]=[C:5]([C:3]([OH:4])=[O:2])[CH:6]=[CH:7][C:8]=2[CH:12]=1, predict the reactants needed to synthesize it. The reactants are: C[O:2][C:3]([C:5]1[CH:6]=[CH:7][C:8]2[CH:12]=[C:11]([CH3:13])[S:10][C:9]=2[CH:14]=1)=[O:4].[OH-].[Na+].Cl. (4) Given the product [CH3:21][O:20][C:6]1[CH:5]=[C:4]([CH:9]=[CH:8][C:7]=1[NH:10][C:11]([NH:13][C:14]1[CH:19]=[N:18][CH:17]=[CH:16][N:15]=1)=[O:12])[C:3]([OH:22])=[O:2], predict the reactants needed to synthesize it. The reactants are: C[O:2][C:3](=[O:22])[C:4]1[CH:9]=[CH:8][C:7]([NH:10][C:11]([NH:13][C:14]2[CH:19]=[N:18][CH:17]=[CH:16][N:15]=2)=[O:12])=[C:6]([O:20][CH3:21])[CH:5]=1.O.O.[OH-].[Li+].